From a dataset of Catalyst prediction with 721,799 reactions and 888 catalyst types from USPTO. Predict which catalyst facilitates the given reaction. (1) Reactant: C([O:3][C:4]([C:6]1([S:13]([C:16]2[CH:21]=[CH:20][C:19]([O:22][CH2:23][CH2:24][CH2:25][CH3:26])=[CH:18][CH:17]=2)(=[O:15])=[O:14])[CH2:11][CH2:10][N:9]([CH3:12])[CH2:8][CH2:7]1)=[O:5])C. Product: [CH3:12][N:9]1[CH2:8][CH2:7][C:6]([S:13]([C:16]2[CH:17]=[CH:18][C:19]([O:22][CH2:23][CH2:24][CH2:25][CH3:26])=[CH:20][CH:21]=2)(=[O:15])=[O:14])([C:4]([OH:5])=[O:3])[CH2:11][CH2:10]1. The catalyst class is: 273. (2) Reactant: [Al+3].[Cl-].[Cl-].[Cl-].C(S)CCCCCCCCCCC.[F:18][C:19]1[C:24]([F:25])=[C:23]([O:26]C)[CH:22]=[CH:21][C:20]=1[C:28]1[CH:33]=[CH:32][C:31]([F:34])=[CH:30][N:29]=1. Product: [F:25][C:24]1[C:19]([F:18])=[C:20]([C:28]2[CH:33]=[CH:32][C:31]([F:34])=[CH:30][N:29]=2)[CH:21]=[CH:22][C:23]=1[OH:26]. The catalyst class is: 11.